Dataset: NCI-60 drug combinations with 297,098 pairs across 59 cell lines. Task: Regression. Given two drug SMILES strings and cell line genomic features, predict the synergy score measuring deviation from expected non-interaction effect. (1) Cell line: HOP-62. Drug 1: CCC1(CC2CC(C3=C(CCN(C2)C1)C4=CC=CC=C4N3)(C5=C(C=C6C(=C5)C78CCN9C7C(C=CC9)(C(C(C8N6C)(C(=O)OC)O)OC(=O)C)CC)OC)C(=O)OC)O.OS(=O)(=O)O. Drug 2: COC1=NC(=NC2=C1N=CN2C3C(C(C(O3)CO)O)O)N. Synergy scores: CSS=7.41, Synergy_ZIP=2.13, Synergy_Bliss=8.94, Synergy_Loewe=1.75, Synergy_HSA=2.14. (2) Drug 2: C1CC(=O)NC(=O)C1N2C(=O)C3=CC=CC=C3C2=O. Drug 1: CNC(=O)C1=NC=CC(=C1)OC2=CC=C(C=C2)NC(=O)NC3=CC(=C(C=C3)Cl)C(F)(F)F. Cell line: SF-539. Synergy scores: CSS=10.9, Synergy_ZIP=-2.48, Synergy_Bliss=1.12, Synergy_Loewe=-1.84, Synergy_HSA=1.66. (3) Drug 1: C1CN1P(=S)(N2CC2)N3CC3. Drug 2: C1=CN(C(=O)N=C1N)C2C(C(C(O2)CO)O)O.Cl. Cell line: NCI/ADR-RES. Synergy scores: CSS=46.1, Synergy_ZIP=-4.90, Synergy_Bliss=-3.57, Synergy_Loewe=-23.8, Synergy_HSA=0.685.